Dataset: Reaction yield outcomes from USPTO patents with 853,638 reactions. Task: Predict the reaction yield, written as a fraction of the theoretical maximum amount of product (1.0 means a 100% yield; for example, 0.34 means a 34% yield). (1) The yield is 0.970. The reactants are [N+:1]([C:4]1[CH:5]=[C:6]([CH2:10][C:11]([O:13][CH3:14])=[O:12])[CH:7]=[CH:8][CH:9]=1)([O-])=O.Cl. The catalyst is CO.[Fe]. The product is [NH2:1][C:4]1[CH:5]=[C:6]([CH2:10][C:11]([O:13][CH3:14])=[O:12])[CH:7]=[CH:8][CH:9]=1. (2) The reactants are [CH3:1][S:2]([C:5]1[CH:10]=[CH:9][C:8]([C:11]2[NH:15][C:14]([C:16]3[CH:21]=[CH:20][C:19]([C:22]([F:25])([F:24])[F:23])=[CH:18][C:17]=3[N+:26]([O-])=O)=[N:13][N:12]=2)=[CH:7][CH:6]=1)(=[O:4])=[O:3]. The catalyst is [Pd].C(O)C. The product is [CH3:1][S:2]([C:5]1[CH:10]=[CH:9][C:8]([C:11]2[NH:15][C:14]([C:16]3[CH:21]=[CH:20][C:19]([C:22]([F:25])([F:23])[F:24])=[CH:18][C:17]=3[NH2:26])=[N:13][N:12]=2)=[CH:7][CH:6]=1)(=[O:4])=[O:3]. The yield is 0.867. (3) The reactants are S(Cl)(Cl)=O.[O:5]=[C:6]1[NH:10][C@H:9]([C:11]([OH:13])=[O:12])[CH2:8][CH2:7]1.[CH2:14](N(CC)CC)C.[C:21](O[C:21]([O:23][C:24]([CH3:27])([CH3:26])[CH3:25])=[O:22])([O:23][C:24]([CH3:27])([CH3:26])[CH3:25])=[O:22].Cl. The catalyst is CO.CN(C1C=CN=CC=1)C.CCOC(C)=O. The product is [O:5]=[C:6]1[N:10]([C:21]([O:23][C:24]([CH3:27])([CH3:26])[CH3:25])=[O:22])[C@H:9]([C:11]([O:13][CH3:14])=[O:12])[CH2:8][CH2:7]1. The yield is 0.860. (4) The product is [F:1][C:2]1[C:3]([N:9]=[CH:10][N:11]([CH3:13])[CH3:12])=[N:4][C:5]([O:8][CH2:20][O:21][CH3:22])=[N:6][CH:7]=1. The yield is 0.190. The reactants are [F:1][C:2]1[C:3]([N:9]=[CH:10][N:11]([CH3:13])[CH3:12])=[N:4][C:5]([OH:8])=[N:6][CH:7]=1.C(=O)([O-])[O-].[Cs+].[Cs+].[CH3:20][O:21][CH2:22]Br. The catalyst is CN(C=O)C. (5) The reactants are [C:1]1([CH3:11])[CH:6]=[CH:5][C:4]([S:7](Cl)(=[O:9])=[O:8])=[CH:3][CH:2]=1.[F:12][C:13]1[CH:25]=[CH:24][C:16]([CH2:17][N:18]2[CH2:22][CH2:21][O:20][C:19]2=[O:23])=[CH:15][CH:14]=1.C(N(CC)CC)C.[C:33](OCC)(=[O:35])C. The catalyst is C(Cl)Cl. The product is [CH3:11][C:1]1[CH:6]=[CH:5][C:4]([S:7]([O:35][CH2:33][CH:21]2[O:20][C:19](=[O:23])[N:18]([CH2:17][C:16]3[CH:24]=[CH:25][C:13]([F:12])=[CH:14][CH:15]=3)[CH2:22]2)(=[O:9])=[O:8])=[CH:3][CH:2]=1. The yield is 0.489. (6) The reactants are [C:1]([O:5][C:6]([CH:8]1[CH2:13][CH:12]2[CH2:14][CH:9]1[C:10](=[O:15])[O:11]2)=[O:7])([CH3:4])([CH3:3])[CH3:2].[OH-].[Li+].Cl.Cl.[CH2:20]([O:22][C:23]([C@:25]1([NH2:30])[CH2:27][C@H:26]1[CH:28]=[CH2:29])=[O:24])[CH3:21].C(N(C(C)C)CC)(C)C.CN(C(ON1N=NC2C=CC=NC1=2)=[N+](C)C)C.F[P-](F)(F)(F)(F)F. The catalyst is O1CCOCC1.O. The product is [C:1]([O:5][C:6]([C@@H:8]1[CH2:13][C@@H:12]([OH:11])[CH2:14][C@H:9]1[C:10](=[O:15])[NH:30][C@:25]1([C:23]([O:22][CH2:20][CH3:21])=[O:24])[CH2:27][C@H:26]1[CH:28]=[CH2:29])=[O:7])([CH3:4])([CH3:3])[CH3:2]. The yield is 0.890.